This data is from Full USPTO retrosynthesis dataset with 1.9M reactions from patents (1976-2016). The task is: Predict the reactants needed to synthesize the given product. (1) The reactants are: [C:1]([O:5][C:6](=[O:19])[N:7]([CH2:9][CH2:10][CH2:11][CH2:12][NH:13][CH2:14][CH2:15][CH2:16][CH2:17][NH2:18])[CH3:8])([CH3:4])([CH3:3])[CH3:2].[O-]S([O-])(=O)=O.[Na+].[Na+].C(=O)C1C(=CC=CC=1)O.[C:36](O[C:36]([O:38][C:39]([CH3:42])([CH3:41])[CH3:40])=[O:37])([O:38][C:39]([CH3:42])([CH3:41])[CH3:40])=[O:37]. Given the product [NH2:18][CH2:17][CH2:16][CH2:15][CH2:14][N:13]([C:36]([O:38][C:39]([CH3:42])([CH3:41])[CH3:40])=[O:37])[CH2:12][CH2:11][CH2:10][CH2:9][N:7]([CH3:8])[C:6](=[O:19])[O:5][C:1]([CH3:4])([CH3:2])[CH3:3], predict the reactants needed to synthesize it. (2) Given the product [C:42]([N:39]1[CH2:38][CH2:37][N:36]([C:33]2[CH:32]=[CH:31][C:30]([NH:29][C:15](=[O:17])[CH2:14][C:11]3[CH:12]=[N:13][C:8]([C:6]4[CH:5]=[CH:4][N:3]=[C:2]([CH3:1])[CH:7]=4)=[N:9][CH:10]=3)=[N:35][CH:34]=2)[CH2:41][CH2:40]1)(=[O:44])[CH3:43], predict the reactants needed to synthesize it. The reactants are: [CH3:1][C:2]1[CH:7]=[C:6]([C:8]2[N:13]=[CH:12][C:11]([CH2:14][C:15]([O:17]C(C)(C)C)=O)=[CH:10][N:9]=2)[CH:5]=[CH:4][N:3]=1.C(O)(C(F)(F)F)=O.[NH2:29][C:30]1[N:35]=[CH:34][C:33]([N:36]2[CH2:41][CH2:40][N:39]([C:42](=[O:44])[CH3:43])[CH2:38][CH2:37]2)=[CH:32][CH:31]=1.CCN(C(C)C)C(C)C.F[P-](F)(F)(F)(F)F.N1(OC(N(C)C)=[N+](C)C)C2N=CC=CC=2N=N1. (3) Given the product [I:25][C:10]1[N:5]2[N:4]=[C:3]([S:2][CH3:1])[C:11]([NH:12][C:13](=[O:19])[O:14][C:15]([CH3:16])([CH3:18])[CH3:17])=[C:6]2[CH:7]=[CH:8][CH:9]=1, predict the reactants needed to synthesize it. The reactants are: [CH3:1][S:2][C:3]1[C:11]([NH:12][C:13](=[O:19])[O:14][C:15]([CH3:18])([CH3:17])[CH3:16])=[C:6]2[CH:7]=[CH:8][CH:9]=[CH:10][N:5]2[N:4]=1.C([Li])CCC.[I:25]CCI.[Cl-].[NH4+]. (4) The reactants are: [Br:1][C:2]1[N:3]([CH2:10][C@:11]2([CH3:14])[CH2:13][O:12]2)[CH:4]=[C:5]([N+:7]([O-:9])=[O:8])[N:6]=1.[N:15]1([C:21]([O:23][CH2:24][CH:25]=[CH:26][C:27]2[CH:32]=[CH:31][C:30]([C:33]([F:36])([F:35])[F:34])=[CH:29][CH:28]=2)=[O:22])[CH2:20][CH2:19][NH:18][CH2:17][CH2:16]1.CN(C=O)C. Given the product [Br:1][C:2]1[N:3]([CH2:10][C@:11]([OH:12])([CH3:14])[CH2:13][N:18]2[CH2:17][CH2:16][N:15]([C:21]([O:23][CH2:24][CH:25]=[CH:26][C:27]3[CH:32]=[CH:31][C:30]([C:33]([F:35])([F:36])[F:34])=[CH:29][CH:28]=3)=[O:22])[CH2:20][CH2:19]2)[CH:4]=[C:5]([N+:7]([O-:9])=[O:8])[N:6]=1, predict the reactants needed to synthesize it. (5) The reactants are: [CH3:1][CH:2]1[CH2:7][C:6](=[O:8])[CH2:5][C:4](=[O:9])[CH2:3]1.C(N(CC)CC)C.[CH2:17]([O:19][C:20]1[CH:28]=[CH:27][C:23]([C:24](Cl)=[O:25])=[CH:22][CH:21]=1)[CH3:18].OC1CCCC(=O)C=1C(=O)C1C=CC(OC)=CC=1. Given the product [CH2:17]([O:19][C:20]1[CH:28]=[CH:27][C:23]([C:24]([C:5]2[C:4](=[O:9])[CH2:3][CH:2]([CH3:1])[CH2:7][C:6]=2[OH:8])=[O:25])=[CH:22][CH:21]=1)[CH3:18], predict the reactants needed to synthesize it.